From a dataset of Catalyst prediction with 721,799 reactions and 888 catalyst types from USPTO. Predict which catalyst facilitates the given reaction. (1) Reactant: [Cl:1][C:2]1[CH:7]=[CH:6][CH:5]=[CH:4][C:3]=1[C:8]([N:10]1[CH2:15][CH2:14][NH:13][C:12](=O)[CH2:11]1)=[O:9].F[B-](F)(F)F.C([O+](CC)CC)C.[N:29]1[CH:34]=[CH:33][C:32]([C:35]([NH:37][NH2:38])=O)=[N:31][CH:30]=1. Product: [Cl:1][C:2]1[CH:7]=[CH:6][CH:5]=[CH:4][C:3]=1[C:8]([N:10]1[CH2:15][CH2:14][N:13]2[C:35]([C:32]3[CH:33]=[CH:34][N:29]=[CH:30][N:31]=3)=[N:37][N:38]=[C:12]2[CH2:11]1)=[O:9]. The catalyst class is: 4. (2) Reactant: [NH2:1][CH:2]([CH2:12][C:13]1[CH:18]=[CH:17][CH:16]=[C:15]([C:19]([F:22])([F:21])[F:20])[CH:14]=1)[CH:3]([C:5]1[CH:10]=[CH:9][C:8]([F:11])=[CH:7][CH:6]=1)[OH:4].[C:23]1([C:33](Cl)=[O:34])[C:32]2[C:27](=[CH:28][CH:29]=[CH:30][CH:31]=2)[CH:26]=[CH:25][CH:24]=1.C(=O)([O-])O.[Na+]. Product: [F:11][C:8]1[CH:7]=[CH:6][C:5]([CH:3]([OH:4])[CH:2]([NH:1][C:33]([C:23]2[C:32]3[C:27](=[CH:28][CH:29]=[CH:30][CH:31]=3)[CH:26]=[CH:25][CH:24]=2)=[O:34])[CH2:12][C:13]2[CH:18]=[CH:17][CH:16]=[C:15]([C:19]([F:22])([F:20])[F:21])[CH:14]=2)=[CH:10][CH:9]=1. The catalyst class is: 84. (3) Reactant: [Cl:1][C:2]1[CH:3]=[C:4]2[C:9](=[CH:10][C:11]=1[C:12](O)=[O:13])[N:8]=[CH:7][N:6]=[C:5]2[NH:15][CH:16]([C:18]1[NH:22][C:21]2[CH:23]=[CH:24][C:25]([Cl:27])=[CH:26][C:20]=2[N:19]=1)[CH3:17].FC1C(OC(N(C)C)=[N+](C)C)=C(F)C(F)=C(F)C=1F.F[P-](F)(F)(F)(F)F.C(N(C(C)C)CC)(C)C.[OH:63][CH:64]1[CH2:69][CH2:68][NH:67][CH2:66][CH2:65]1. Product: [Cl:1][C:2]1[CH:3]=[C:4]2[C:9](=[CH:10][C:11]=1[C:12]([N:67]1[CH2:68][CH2:69][CH:64]([OH:63])[CH2:65][CH2:66]1)=[O:13])[N:8]=[CH:7][N:6]=[C:5]2[NH:15][CH:16]([C:18]1[NH:22][C:21]2[CH:23]=[CH:24][C:25]([Cl:27])=[CH:26][C:20]=2[N:19]=1)[CH3:17]. The catalyst class is: 16. (4) Reactant: [Br:1][C:2]1[CH:3]=[CH:4][C:5](/[CH:8]=[CH:9]/[C@@H:10]2[C@H:18]3[C@:14]([C:21]([NH:23][NH2:24])=[O:22])([C:15](=[O:20])[O:16][C@@H:17]3[CH3:19])[CH2:13][C:12]([F:26])([F:25])[C@H:11]2[CH3:27])=[N:6][CH:7]=1.[C:28](N1C=CN=C1)(N1C=CN=C1)=[O:29]. Product: [Br:1][C:2]1[CH:3]=[CH:4][C:5](/[CH:8]=[CH:9]/[C@@H:10]2[C@H:18]3[C@:14]([C:21]4[O:22][C:28](=[O:29])[NH:24][N:23]=4)([C:15](=[O:20])[O:16][C@@H:17]3[CH3:19])[CH2:13][C:12]([F:26])([F:25])[C@H:11]2[CH3:27])=[N:6][CH:7]=1. The catalyst class is: 1. (5) Reactant: [CH3:1][O:2][C:3]1[CH:4]=[C:5]2[C:10](=[CH:11][C:12]=1[O:13][CH3:14])[N:9]=[CH:8][N:7]=[C:6]2[O:15][C:16]1[CH:22]=[CH:21][C:19]([NH2:20])=[CH:18][CH:17]=1.Cl[C:24](Cl)([O:26][C:27](=[O:33])OC(Cl)(Cl)Cl)Cl.[CH:35]1(CO)[CH2:41][CH2:40][CH2:39][CH2:38][CH2:37][CH2:36]1.C(=O)(O)[O-].[Na+]. Product: [CH3:1][O:2][C:3]1[CH:4]=[C:5]2[C:10](=[CH:11][C:12]=1[O:13][CH3:14])[N:9]=[CH:8][N:7]=[C:6]2[O:15][C:16]1[CH:22]=[CH:21][C:19]([NH:20][C:27](=[O:33])[O:26][CH2:24][CH:35]2[CH2:41][CH2:40][CH2:39][CH2:38][CH2:37][CH2:36]2)=[CH:18][CH:17]=1. The catalyst class is: 208. (6) Reactant: Cl.[CH2:2]([O:9][C:10]1[CH:11]=[C:12]2[C:20](=[CH:21][CH:22]=1)[NH:19][C:18]1[CH:17]([C:23]([O:25][CH3:26])=[O:24])[NH:16][CH2:15][CH2:14][C:13]2=1)[C:3]1[CH:8]=[CH:7][CH:6]=[CH:5][CH:4]=1.C=O.[C:29](O[BH-](OC(=O)C)OC(=O)C)(=O)C.[Na+]. Product: [CH2:2]([O:9][C:10]1[CH:11]=[C:12]2[C:20](=[CH:21][CH:22]=1)[NH:19][C:18]1[CH:17]([C:23]([O:25][CH3:26])=[O:24])[N:16]([CH3:29])[CH2:15][CH2:14][C:13]2=1)[C:3]1[CH:8]=[CH:7][CH:6]=[CH:5][CH:4]=1. The catalyst class is: 2. (7) Reactant: [CH3:1][N:2]([CH3:11])[C:3]1[CH:10]=[CH:9][C:6]([CH:7]=O)=[CH:5][CH:4]=1.[CH3:12][C:13]([CH3:15])=[O:14].[OH-].[Na+].O. Product: [CH3:1][N:2]([CH3:11])[C:3]1[CH:10]=[CH:9][C:6]([CH:7]=[CH:12][C:13](=[O:14])[CH:15]=[CH:7][C:6]2[CH:9]=[CH:10][C:3]([N:2]([CH3:11])[CH3:1])=[CH:4][CH:5]=2)=[CH:5][CH:4]=1. The catalyst class is: 8.